This data is from Catalyst prediction with 721,799 reactions and 888 catalyst types from USPTO. The task is: Predict which catalyst facilitates the given reaction. Reactant: [CH3:1][O:2][C:3]1[CH:25]=[C:24]([O:26][CH3:27])[CH:23]=[CH:22][C:4]=1[CH2:5][NH:6][S:7]([CH:10]([C:12]1[CH:17]=[CH:16][C:15]([C:18]([CH3:21])([CH3:20])[CH3:19])=[CH:14][CH:13]=1)[CH3:11])(=[O:9])=[O:8].C([Li])CCC.[CH3:33][C:34]([CH3:36])=[O:35].FC(F)(F)C(O)=O. Product: [CH3:1][O:2][C:3]1[CH:25]=[C:24]([O:26][CH3:27])[CH:23]=[CH:22][C:4]=1[CH2:5][NH:6][S:7]([C:10]([C:12]1[CH:17]=[CH:16][C:15]([C:18]([CH3:20])([CH3:21])[CH3:19])=[CH:14][CH:13]=1)([C:34]([OH:35])([CH3:36])[CH3:33])[CH3:11])(=[O:9])=[O:8]. The catalyst class is: 134.